This data is from Full USPTO retrosynthesis dataset with 1.9M reactions from patents (1976-2016). The task is: Predict the reactants needed to synthesize the given product. (1) Given the product [Si:39]([O:5][C:6]([NH:8][C@@H:9]1[CH2:17][C:16]2[C:11](=[CH:12][CH:13]=[CH:14][CH:15]=2)[C@H:10]1[CH2:18][O:19][CH:20]([CH3:24])[C:21]([O:23][C:30]([CH3:29])([CH3:31])[CH3:50])=[O:22])=[O:7])([C:42]([CH3:45])([CH3:44])[CH3:43])([CH3:41])[CH3:40], predict the reactants needed to synthesize it. The reactants are: C([O:5][C:6]([NH:8][C@@H:9]1[CH2:17][C:16]2[C:11](=[CH:12][CH:13]=[CH:14][CH:15]=2)[C@H:10]1[CH2:18][O:19][CH:20]([CH3:24])[C:21]([O-:23])=[O:22])=[O:7])(C)(C)C.N1[C:30]([CH3:31])=[CH:29]C=CC=1C.FC(F)(F)S(O[Si:39]([C:42]([CH3:45])([CH3:44])[CH3:43])([CH3:41])[CH3:40])(=O)=O.[Cl-].[NH4+].[CH2:50](Cl)Cl. (2) Given the product [F:1][C:2]1[CH:10]=[C:9]([I:11])[CH:8]=[CH:7][C:3]=1[C:4]([NH2:18])=[O:5], predict the reactants needed to synthesize it. The reactants are: [F:1][C:2]1[CH:10]=[C:9]([I:11])[CH:8]=[CH:7][C:3]=1[C:4](O)=[O:5].C(Cl)(=O)C(Cl)=O.[NH3:18].C(Cl)Cl. (3) Given the product [CH3:26][N:27]([CH2:9][CH2:8][CH2:7][CH2:6][CH2:5][CH2:4][CH2:3][C:2]([F:1])([F:25])[C:21]([F:22])([F:23])[F:24])[CH2:28][CH2:29][CH2:30][CH2:31][CH2:32][C@H:33]1[CH2:50][C@@:48]2([CH3:49])[C@@H:44]([CH2:45][CH2:46][C@@H:47]2[OH:51])[C@@:43]2([CH:52]=[CH2:53])[C@H:34]1[C:35]1[CH:36]=[CH:37][C:38]([OH:54])=[CH:39][C:40]=1[CH2:41][CH2:42]2, predict the reactants needed to synthesize it. The reactants are: [F:1][C:2]([F:25])([C:21]([F:24])([F:23])[F:22])[CH2:3][CH2:4][CH2:5][CH2:6][CH2:7][CH2:8][CH2:9]OS(C1C=CC(C)=CC=1)(=O)=O.[CH3:26][NH:27][CH2:28][CH2:29][CH2:30][CH2:31][CH2:32][C@H:33]1[CH2:50][C@@:48]2([CH3:49])[C@@H:44]([CH2:45][CH2:46][C@@H:47]2[OH:51])[C@@:43]2([CH:52]=[CH2:53])[C@H:34]1[C:35]1[CH:36]=[CH:37][C:38]([OH:54])=[CH:39][C:40]=1[CH2:41][CH2:42]2. (4) Given the product [CH2:1]([O:8][C:9](=[O:20])[CH2:10][CH2:11][C:12]1[CH:17]=[CH:16][C:15]([O:18][CH2:28][C:29]([O:31][C:32]([CH3:35])([CH3:34])[CH3:33])=[O:30])=[C:14]([Cl:19])[CH:13]=1)[C:2]1[CH:7]=[CH:6][CH:5]=[CH:4][CH:3]=1, predict the reactants needed to synthesize it. The reactants are: [CH2:1]([O:8][C:9](=[O:20])[CH2:10][CH2:11][C:12]1[CH:17]=[CH:16][C:15]([OH:18])=[C:14]([Cl:19])[CH:13]=1)[C:2]1[CH:7]=[CH:6][CH:5]=[CH:4][CH:3]=1.C(=O)([O-])[O-].[K+].[K+].Br[CH2:28][C:29]([O:31][C:32]([CH3:35])([CH3:34])[CH3:33])=[O:30]. (5) The reactants are: O=[C:2]1[N:11]([C:12]([O:14][C:15]([CH3:18])([CH3:17])[CH3:16])=[O:13])[CH2:10][CH2:9][CH2:8][C:3]21[CH2:7][CH:6]=[CH:5][CH2:4]2.[OH-:19].[Na+].OO. Given the product [OH:19][CH:5]1[CH2:6][CH2:7][C:3]2([CH2:8][CH2:9][CH2:10][N:11]([C:12]([O:14][C:15]([CH3:18])([CH3:17])[CH3:16])=[O:13])[CH2:2]2)[CH2:4]1, predict the reactants needed to synthesize it. (6) Given the product [Cl:38][C:39]1[CH:40]=[CH:41][C:42]([C:45]2[CH:50]=[CH:49][C:48]([CH2:51][CH3:52])=[C:47]([CH:8]3[C:7](=[O:11])[C:6]([CH3:13])([CH3:12])[O:5][C:4]([CH2:3][O:2][CH3:1])([CH3:14])[C:9]3=[O:10])[CH:46]=2)=[CH:43][CH:44]=1, predict the reactants needed to synthesize it. The reactants are: [CH3:1][O:2][CH2:3][C:4]1([CH3:14])[C:9](=[O:10])[CH2:8][C:7](=[O:11])[C:6]([CH3:13])([CH3:12])[O:5]1.C(Cl)(Cl)Cl.C1(C)C=CC=CC=1.C([O-])(=O)C.C([O-])(=O)C.C([O-])(=O)C.[Cl:38][C:39]1[CH:44]=[CH:43][C:42]([C:45]2[CH:50]=[CH:49][C:48]([CH2:51][CH3:52])=[C:47]([Pb+3])[CH:46]=2)=[CH:41][CH:40]=1.